This data is from Full USPTO retrosynthesis dataset with 1.9M reactions from patents (1976-2016). The task is: Predict the reactants needed to synthesize the given product. (1) Given the product [CH3:1][O:2][C:3](=[O:15])[CH2:4][C@H:5]([C:7]1[CH:8]=[CH:9][C:10]([CH2:13][O:14][S:24]([CH3:23])(=[O:26])=[O:25])=[CH:11][CH:12]=1)[CH3:6], predict the reactants needed to synthesize it. The reactants are: [CH3:1][O:2][C:3](=[O:15])[CH2:4][C@H:5]([C:7]1[CH:12]=[CH:11][C:10]([CH2:13][OH:14])=[CH:9][CH:8]=1)[CH3:6].C(N(CC)CC)C.[CH3:23][S:24](Cl)(=[O:26])=[O:25]. (2) Given the product [CH3:21][C:22]1[C:23]2[N:24]([N:29]=[C:30]([C:32]3[N:1]=[C:2]4[CH:7]=[N:6][C:5]([CH:8]5[CH2:9][CH2:10][N:11]([C:14]([O:16][C:17]([CH3:20])([CH3:19])[CH3:18])=[O:15])[CH2:12][CH2:13]5)=[CH:4][N:3]4[C:34](=[O:35])[CH:33]=3)[CH:31]=2)[CH:25]=[C:26]([CH3:28])[N:27]=1, predict the reactants needed to synthesize it. The reactants are: [NH2:1][C:2]1[N:3]=[CH:4][C:5]([CH:8]2[CH2:13][CH2:12][N:11]([C:14]([O:16][C:17]([CH3:20])([CH3:19])[CH3:18])=[O:15])[CH2:10][CH2:9]2)=[N:6][CH:7]=1.[CH3:21][C:22]1[C:23]2[N:24]([N:29]=[C:30]([C:32](=O)[CH2:33][C:34](OCC)=[O:35])[CH:31]=2)[CH:25]=[C:26]([CH3:28])[N:27]=1.[Si](OCC)(OCC)(OCC)OCC.